Regression. Given two drug SMILES strings and cell line genomic features, predict the synergy score measuring deviation from expected non-interaction effect. From a dataset of NCI-60 drug combinations with 297,098 pairs across 59 cell lines. (1) Cell line: MOLT-4. Drug 1: CS(=O)(=O)OCCCCOS(=O)(=O)C. Synergy scores: CSS=46.5, Synergy_ZIP=7.00, Synergy_Bliss=7.42, Synergy_Loewe=8.89, Synergy_HSA=10.5. Drug 2: C(CCl)NC(=O)N(CCCl)N=O. (2) Drug 1: COC1=CC(=CC(=C1O)OC)C2C3C(COC3=O)C(C4=CC5=C(C=C24)OCO5)OC6C(C(C7C(O6)COC(O7)C8=CC=CS8)O)O. Drug 2: C1=NC2=C(N=C(N=C2N1C3C(C(C(O3)CO)O)O)F)N. Cell line: MOLT-4. Synergy scores: CSS=63.8, Synergy_ZIP=-2.08, Synergy_Bliss=-4.37, Synergy_Loewe=-8.57, Synergy_HSA=-3.26. (3) Drug 2: C1=CN(C=N1)CC(O)(P(=O)(O)O)P(=O)(O)O. Drug 1: CCCCCOC(=O)NC1=NC(=O)N(C=C1F)C2C(C(C(O2)C)O)O. Cell line: SF-539. Synergy scores: CSS=0.930, Synergy_ZIP=-1.75, Synergy_Bliss=-3.64, Synergy_Loewe=-3.41, Synergy_HSA=-3.85. (4) Drug 1: CC1=CC2C(CCC3(C2CCC3(C(=O)C)OC(=O)C)C)C4(C1=CC(=O)CC4)C. Drug 2: CC1=C2C(C(=O)C3(C(CC4C(C3C(C(C2(C)C)(CC1OC(=O)C(C(C5=CC=CC=C5)NC(=O)C6=CC=CC=C6)O)O)OC(=O)C7=CC=CC=C7)(CO4)OC(=O)C)O)C)OC(=O)C. Cell line: NCIH23. Synergy scores: CSS=43.4, Synergy_ZIP=4.18, Synergy_Bliss=7.98, Synergy_Loewe=-36.0, Synergy_HSA=5.83. (5) Drug 1: C1CC(=O)NC(=O)C1N2CC3=C(C2=O)C=CC=C3N. Drug 2: C1=NC(=NC(=O)N1C2C(C(C(O2)CO)O)O)N. Cell line: SK-MEL-5. Synergy scores: CSS=-0.471, Synergy_ZIP=5.49, Synergy_Bliss=6.45, Synergy_Loewe=0.791, Synergy_HSA=2.52. (6) Drug 1: CC12CCC(CC1=CCC3C2CCC4(C3CC=C4C5=CN=CC=C5)C)O. Synergy scores: CSS=46.2, Synergy_ZIP=16.7, Synergy_Bliss=16.6, Synergy_Loewe=-13.9, Synergy_HSA=17.1. Drug 2: CC1=C2C(C(=O)C3(C(CC4C(C3C(C(C2(C)C)(CC1OC(=O)C(C(C5=CC=CC=C5)NC(=O)OC(C)(C)C)O)O)OC(=O)C6=CC=CC=C6)(CO4)OC(=O)C)O)C)O. Cell line: SNB-19. (7) Drug 1: CC12CCC3C(C1CCC2=O)CC(=C)C4=CC(=O)C=CC34C. Drug 2: C(CC(=O)O)C(=O)CN.Cl. Cell line: MDA-MB-435. Synergy scores: CSS=34.3, Synergy_ZIP=0.0364, Synergy_Bliss=-2.54, Synergy_Loewe=-2.93, Synergy_HSA=-3.39. (8) Synergy scores: CSS=-3.39, Synergy_ZIP=-0.00705, Synergy_Bliss=-2.56, Synergy_Loewe=-7.28, Synergy_HSA=-4.14. Drug 1: CNC(=O)C1=CC=CC=C1SC2=CC3=C(C=C2)C(=NN3)C=CC4=CC=CC=N4. Drug 2: C1CN(P(=O)(OC1)NCCCl)CCCl. Cell line: TK-10.